Dataset: Reaction yield outcomes from USPTO patents with 853,638 reactions. Task: Predict the reaction yield, written as a fraction of the theoretical maximum amount of product (1.0 means a 100% yield; for example, 0.34 means a 34% yield). (1) The reactants are Br[C:2]1[CH:7]=[CH:6][C:5]([Br:8])=[CH:4][CH:3]=1.[CH:9]1[C:21]2[NH:20][C:19]3[C:14](=[CH:15][CH:16]=[CH:17][CH:18]=3)[C:13]=2[CH:12]=[CH:11][CH:10]=1.C(=O)([O-])[O-].[K+].[K+].C1OCCOCCOCCOCCOCCOC1. The catalyst is [Cu]I.C1(C)C=CC=CC=1.CN1C(=O)N(C)CCC1. The product is [Br:8][C:5]1[CH:6]=[CH:7][C:2]([N:20]2[C:21]3[CH:9]=[CH:10][CH:11]=[CH:12][C:13]=3[C:14]3[C:19]2=[CH:18][CH:17]=[CH:16][CH:15]=3)=[CH:3][CH:4]=1. The yield is 0.350. (2) The product is [Cl:19][C:20]([Cl:25])([Cl:24])[C:21]([NH:1][C:2]1[CH:7]=[CH:6][C:5]([C:8]([F:9])([F:10])[F:11])=[C:4]([Cl:12])[CH:3]=1)=[O:22]. The yield is 0.690. The reactants are [NH2:1][C:2]1[CH:7]=[CH:6][C:5]([C:8]([F:11])([F:10])[F:9])=[C:4]([Cl:12])[CH:3]=1.N1C=CC=CC=1.[Cl:19][C:20]([Cl:25])([Cl:24])[C:21](Cl)=[O:22]. The catalyst is ClCCl. (3) The reactants are [F:1][C:2]1[CH:7]=[CH:6][C:5]([C:8]2[O:9][C:10]3[CH:20]=[C:19]([N:21]([CH3:26])[S:22]([CH3:25])(=[O:24])=[O:23])[C:18]([C:27]4[CH2:28][N:29](C(OC(C)(C)C)=O)[CH2:30][CH:31]=4)=[CH:17][C:11]=3[C:12]=2[C:13](=[O:16])[NH:14][CH3:15])=[CH:4][CH:3]=1.C(O)(C(F)(F)F)=O. The catalyst is C(Cl)Cl. The product is [NH:29]1[CH2:30][CH:31]=[C:27]([C:18]2[C:19]([N:21]([CH3:26])[S:22]([CH3:25])(=[O:23])=[O:24])=[CH:20][C:10]3[O:9][C:8]([C:5]4[CH:6]=[CH:7][C:2]([F:1])=[CH:3][CH:4]=4)=[C:12]([C:13]([NH:14][CH3:15])=[O:16])[C:11]=3[CH:17]=2)[CH2:28]1. The yield is 0.620. (4) The reactants are [NH2:1][C:2]1[CH:7]=[C:6]([O:8][C:9]2[CH:14]=[CH:13][C:12]([NH:15][C:16]([C:18]3[C:19](=[O:31])[N:20]([C:25]4[CH:30]=[CH:29][CH:28]=[CH:27][CH:26]=4)[N:21]([CH3:24])[C:22]=3[CH3:23])=[O:17])=[CH:11][CH:10]=2)[CH:5]=[CH:4][N:3]=1.[C:32]1([O:38]C(Cl)=O)[CH:37]=CC=CC=1. The catalyst is C(Cl)Cl.N1C=CC=CC=1.C(Cl)Cl. The product is [OH:38][CH2:32][CH2:37][N:15]([CH3:12])[C:16](=[O:17])[NH:1][C:2]1[CH:7]=[C:6]([O:8][C:9]2[CH:10]=[CH:11][C:12]([NH:15][C:16]([C:18]3[C:19](=[O:31])[N:20]([C:25]4[CH:26]=[CH:27][CH:28]=[CH:29][CH:30]=4)[N:21]([CH3:24])[C:22]=3[CH3:23])=[O:17])=[CH:13][CH:14]=2)[CH:5]=[CH:4][N:3]=1. The yield is 0.420. (5) The reactants are Br[C:2]1[N:6]([S:7]([C:10]2[CH:15]=[CH:14][CH:13]=[CH:12][C:11]=2[C:16]#[N:17])(=[O:9])=[O:8])[CH:5]=[C:4]([CH2:18][N:19]([CH3:27])[C:20](=[O:26])[O:21][C:22]([CH3:25])([CH3:24])[CH3:23])[CH:3]=1.[N:28]1[CH:33]=[CH:32][CH:31]=[C:30](B(O)O)[CH:29]=1.C(=O)([O-])[O-].[Na+].[Na+]. The catalyst is C1C=CC([P]([Pd]([P](C2C=CC=CC=2)(C2C=CC=CC=2)C2C=CC=CC=2)([P](C2C=CC=CC=2)(C2C=CC=CC=2)C2C=CC=CC=2)[P](C2C=CC=CC=2)(C2C=CC=CC=2)C2C=CC=CC=2)(C2C=CC=CC=2)C2C=CC=CC=2)=CC=1. The product is [C:16]([C:11]1[CH:12]=[CH:13][CH:14]=[CH:15][C:10]=1[S:7]([N:6]1[C:2]([C:30]2[CH:29]=[N:28][CH:33]=[CH:32][CH:31]=2)=[CH:3][C:4]([CH2:18][N:19]([CH3:27])[C:20](=[O:26])[O:21][C:22]([CH3:25])([CH3:24])[CH3:23])=[CH:5]1)(=[O:9])=[O:8])#[N:17]. The yield is 0.630. (6) The reactants are [CH3:1][O:2][C:3](=[O:23])[NH:4][CH:5]([C:9]([N:11]1[CH2:15][CH2:14][CH2:13][CH:12]1[C:16]1[NH:17][C:18]([C:21]#[CH:22])=[CH:19][N:20]=1)=[O:10])[CH:6]([CH3:8])[CH3:7].[CH3:24][O:25][C:26](=[O:57])[NH:27][CH:28]([C:32]([N:34]1[CH2:38][CH2:37][CH2:36][CH:35]1[C:39]1[NH:40][C:41]([C:44]2[CH:49]=[CH:48][C:47]([C:50]3[CH:55]=[CH:54][C:53](Br)=[CH:52][CH:51]=3)=[CH:46][CH:45]=2)=[CH:42][N:43]=1)=[O:33])[CH:29]([CH3:31])[CH3:30].C(N(CC)CC)C. The catalyst is CN(C=O)C.C1C=CC([P]([Pd]([P](C2C=CC=CC=2)(C2C=CC=CC=2)C2C=CC=CC=2)([P](C2C=CC=CC=2)(C2C=CC=CC=2)C2C=CC=CC=2)[P](C2C=CC=CC=2)(C2C=CC=CC=2)C2C=CC=CC=2)(C2C=CC=CC=2)C2C=CC=CC=2)=CC=1.[Cu]I. The product is [CH3:24][O:25][C:26](=[O:57])[NH:27][CH:28]([C:32]([N:34]1[CH2:38][CH2:37][CH2:36][CH:35]1[C:39]1[NH:40][C:41]([C:44]2[CH:49]=[CH:48][C:47]([C:50]3[CH:55]=[CH:54][C:53]([C:22]#[C:21][C:18]4[NH:17][C:16]([CH:12]5[CH2:13][CH2:14][CH2:15][N:11]5[C:9](=[O:10])[CH:5]([NH:4][C:3]([O:2][CH3:1])=[O:23])[CH:6]([CH3:8])[CH3:7])=[N:20][CH:19]=4)=[CH:52][CH:51]=3)=[CH:46][CH:45]=2)=[CH:42][N:43]=1)=[O:33])[CH:29]([CH3:31])[CH3:30]. The yield is 0.120. (7) The reactants are Cl[C:2]1[N:7]=[C:6]([NH:8][C:9]([C:11]2([C:14]3[CH:24]=[CH:23][C:17]4[O:18][C:19]([F:22])([F:21])[O:20][C:16]=4[CH:15]=3)[CH2:13][CH2:12]2)=[O:10])[CH:5]=[C:4]([CH3:25])[C:3]=1[CH3:26].[CH3:27][O:28][C:29]1[N:34]=[C:33]([CH3:35])[C:32](B2OC(C)(C)C(C)(C)O2)=[CH:31][CH:30]=1.C([O-])([O-])=O.[Na+].[Na+]. The catalyst is COCCOC.C(OCC)(=O)C.[Pd].C1(P(C2C=CC=CC=2)C2C=CC=CC=2)C=CC=CC=1.C1(P(C2C=CC=CC=2)C2C=CC=CC=2)C=CC=CC=1.C1(P(C2C=CC=CC=2)C2C=CC=CC=2)C=CC=CC=1.C1(P(C2C=CC=CC=2)C2C=CC=CC=2)C=CC=CC=1. The product is [F:21][C:19]1([F:22])[O:18][C:17]2[CH:23]=[CH:24][C:14]([C:11]3([C:9]([NH:8][C:6]4[N:7]=[C:2]([C:32]5[C:33]([CH3:35])=[N:34][C:29]([O:28][CH3:27])=[CH:30][CH:31]=5)[C:3]([CH3:26])=[C:4]([CH3:25])[CH:5]=4)=[O:10])[CH2:13][CH2:12]3)=[CH:15][C:16]=2[O:20]1. The yield is 0.520. (8) The reactants are [Br-].[CH3:2][C:3]1[CH:4]=[C:5]([S+:24]2[C:28]3[CH:29]=[CH:30][CH:31]=[CH:32][C:27]=3[C:26]3[CH:33]=[CH:34][CH:35]=[CH:36][C:25]2=3)[CH:6]=[C:7]([CH3:23])[C:8]=1[O:9][CH2:10][C:11](=[O:22])[O:12][C:13]([C:16]1[CH:21]=[CH:20][CH:19]=[CH:18][CH:17]=1)([CH3:15])[CH3:14].[OH:37][C:38]12[CH2:47][CH:42]3[CH2:43][CH:44]([CH2:46][CH:40]([CH2:41]3)[CH2:39]1)[CH2:45]2.[Na].[C:49]([O:52][CH:53]([CH3:64])[C:54]([F:63])([F:62])[C:55]([F:61])([F:60])[S:56]([O-:59])(=[O:58])=[O:57])(=[O:51])[CH3:50].O. The catalyst is ClCCl. The product is [OH:37][C:38]12[CH2:39][CH:40]3[CH2:46][CH:44]([CH2:43][C:42]([CH2:50][C:49]([O:52][CH:53]([CH3:64])[C:54]([F:63])([F:62])[C:55]([F:61])([F:60])[S:56]([O-:59])(=[O:58])=[O:57])=[O:51])([CH2:41]3)[CH2:47]1)[CH2:45]2.[CH3:23][C:7]1[CH:6]=[C:5]([S+:24]2[C:28]3[CH:29]=[CH:30][CH:31]=[CH:32][C:27]=3[C:26]3[CH:33]=[CH:34][CH:35]=[CH:36][C:25]2=3)[CH:4]=[C:3]([CH3:2])[C:8]=1[O:9][CH2:10][C:11](=[O:22])[O:12][C:13]([C:16]1[CH:17]=[CH:18][CH:19]=[CH:20][CH:21]=1)([CH3:15])[CH3:14]. The yield is 0.860. (9) The reactants are [CH3:1][N:2]1[CH2:7][CH2:6][N:5]([C:8]2[CH:9]=[CH:10][CH:11]=[C:12]3[C:17]=2[CH2:16][C@H:15]([NH:18][C:19](=[O:30])[C:20]2[CH:25]=[CH:24][C:23]([C:26]([F:29])([F:28])[F:27])=[CH:22][CH:21]=2)[CH2:14][CH2:13]3)[CH2:4][CH2:3]1.C([O-])(=O)C.[Na+].[Br:36]Br.[OH-].[Na+]. The catalyst is C(O)(=O)C. The product is [Br:36][C:11]1[CH:10]=[CH:9][C:8]([N:5]2[CH2:6][CH2:7][N:2]([CH3:1])[CH2:3][CH2:4]2)=[C:17]2[C:12]=1[CH2:13][CH2:14][C@@H:15]([NH:18][C:19](=[O:30])[C:20]1[CH:21]=[CH:22][C:23]([C:26]([F:29])([F:27])[F:28])=[CH:24][CH:25]=1)[CH2:16]2. The yield is 0.850. (10) The reactants are C(OC(=O)[NH:7][CH2:8][CH2:9][NH:10][C:11](=[O:37])[C:12]1[CH:17]=[CH:16][C:15]([S:18](=[O:36])(=[O:35])[NH:19][C:20]2[CH:25]=[CH:24][CH:23]=[CH:22][C:21]=2[O:26][C:27]2[CH:32]=[CH:31][C:30]([Cl:33])=[CH:29][C:28]=2[Cl:34])=[CH:14][CH:13]=1)(C)(C)C. The catalyst is ClCCl.C(O)C.C(OCC)C. The product is [ClH:33].[NH2:7][CH2:8][CH2:9][NH:10][C:11](=[O:37])[C:12]1[CH:13]=[CH:14][C:15]([S:18](=[O:35])(=[O:36])[NH:19][C:20]2[CH:25]=[CH:24][CH:23]=[CH:22][C:21]=2[O:26][C:27]2[CH:32]=[CH:31][C:30]([Cl:33])=[CH:29][C:28]=2[Cl:34])=[CH:16][CH:17]=1. The yield is 0.770.